Dataset: Full USPTO retrosynthesis dataset with 1.9M reactions from patents (1976-2016). Task: Predict the reactants needed to synthesize the given product. (1) Given the product [Cl:5][C:6]1[CH:11]=[CH:10][C:9]([N:12]2[C:16]3=[N:17][CH:18]=[CH:19][CH:20]=[C:15]3[N:14]=[C:13]2[C:21]([NH:4][CH2:1][CH2:2][CH3:3])=[O:23])=[CH:8][C:7]=1[F:26], predict the reactants needed to synthesize it. The reactants are: [CH2:1]([NH2:4])[CH2:2][CH3:3].[Cl:5][C:6]1[CH:11]=[CH:10][C:9]([N:12]2[C:16]3=[N:17][CH:18]=[CH:19][CH:20]=[C:15]3[N:14]=[C:13]2[C:21]([O:23]CC)=O)=[CH:8][C:7]=1[F:26]. (2) Given the product [CH3:13][C:8]1[CH:9]=[CH:10][CH:11]=[CH:12][C:7]=1[CH2:6][C@@H:2]1[NH:1][C:17](=[O:15])[NH:18][C:3]1=[O:4], predict the reactants needed to synthesize it. The reactants are: [NH2:1][C@@H:2]([CH2:6][C:7]1[CH:12]=[CH:11][CH:10]=[CH:9][C:8]=1[CH3:13])[C:3](O)=[O:4].Cl.[O:15]([C:17]#[N:18])[K].